This data is from Catalyst prediction with 721,799 reactions and 888 catalyst types from USPTO. The task is: Predict which catalyst facilitates the given reaction. (1) Reactant: [Cl:1][C:2]1[CH:3]=[C:4]([CH:6]=[C:7]([Cl:9])[CH:8]=1)[NH2:5].[CH2:10]([C:12](=O)[C:13]([O-:15])=[O:14])[CH3:11].[Cl:17][C:18]1[CH:25]=[CH:24][CH:23]=[CH:22][C:19]=1C=C.F[C:27](F)(F)[C:28](O)=O. Product: [CH2:27]([O:15][C:13]([CH:12]1[CH2:10][CH:11]([C:19]2[CH:22]=[CH:23][CH:24]=[CH:25][C:18]=2[Cl:17])[C:3]2[C:4](=[CH:6][C:7]([Cl:9])=[CH:8][C:2]=2[Cl:1])[NH:5]1)=[O:14])[CH3:28]. The catalyst class is: 10. (2) Reactant: C([O:3][C:4]([C@@H:6]1[CH2:10][S:9][C:8]([C:11]2[CH:16]=[CH:15][C:14]([O:17][CH3:18])=[CH:13][C:12]=2[O:19][CH3:20])=[N:7]1)=[O:5])C.[OH-].[Na+]. Product: [CH3:20][O:19][C:12]1[CH:13]=[C:14]([O:17][CH3:18])[CH:15]=[CH:16][C:11]=1[C:8]1[S:9][CH2:10][C@@H:6]([C:4]([OH:5])=[O:3])[N:7]=1. The catalyst class is: 282. (3) Reactant: I.[S:2]1[CH:6]=[CH:5][CH:4]=[C:3]1[C:7](SC)=[NH:8].[NH2:11][C:12]1[CH:13]=[CH:14][C:15]2[N:20]([CH:21]3[CH2:25][CH2:24][N:23]([C:26]([O:28][C:29]([CH3:32])([CH3:31])[CH3:30])=[O:27])[CH2:22]3)[CH2:19][CH2:18][S:17][C:16]=2[CH:33]=1. Product: [S:2]1[CH:6]=[CH:5][CH:4]=[C:3]1[C:7](=[NH:8])[NH:11][C:12]1[CH:13]=[CH:14][C:15]2[N:20]([CH:21]3[CH2:25][CH2:24][N:23]([C:26]([O:28][C:29]([CH3:31])([CH3:30])[CH3:32])=[O:27])[CH2:22]3)[CH2:19][CH2:18][S:17][C:16]=2[CH:33]=1. The catalyst class is: 14. (4) Reactant: [CH3:13][C:12]([O:11][C:9](O[C:9]([O:11][C:12]([CH3:15])([CH3:14])[CH3:13])=[O:10])=[O:10])([CH3:15])[CH3:14].Br.[Br:17][CH2:18][CH2:19][CH2:20][NH2:21].C(N(CC)CC)C. Product: [C:12]([O:11][C:9](=[O:10])[NH:21][CH2:20][CH2:19][CH2:18][Br:17])([CH3:13])([CH3:14])[CH3:15]. The catalyst class is: 4. (5) Reactant: C(=O)([O-])[O-].[K+].[K+].[CH2:7](Br)[C:8]1[CH:13]=[CH:12][CH:11]=[CH:10][CH:9]=1.[CH3:15][C:16]1[CH:21]=[CH:20][CH:19]=[C:18]([CH2:22][C:23]([F:26])([F:25])[F:24])[C:17]=1[OH:27]. Product: [CH2:7]([O:27][C:17]1[C:18]([CH2:22][C:23]([F:24])([F:25])[F:26])=[CH:19][CH:20]=[CH:21][C:16]=1[CH3:15])[C:8]1[CH:13]=[CH:12][CH:11]=[CH:10][CH:9]=1. The catalyst class is: 3.